Predict which catalyst facilitates the given reaction. From a dataset of Catalyst prediction with 721,799 reactions and 888 catalyst types from USPTO. (1) Reactant: [S:1]([N:11]1[CH2:16][CH2:15][N:14]2[CH:17]=[CH:18][CH:19]=[C:13]2[CH:12]1[CH2:20][C:21]([OH:23])=O)([C:4]1[CH:10]=[CH:9][C:7]([CH3:8])=[CH:6][CH:5]=1)(=[O:3])=[O:2].CCN(C(C)C)C(C)C.CN(C(ON1N=NC2C=CC=NC1=2)=[N+](C)C)C.F[P-](F)(F)(F)(F)F.[F:57][C:58]([F:74])([F:73])[CH2:59][NH:60][CH2:61][C:62]1[CH:63]=[C:64]2[C:69](=[CH:70][CH:71]=1)[C@H:68]([NH2:72])[CH2:67][CH2:66][CH2:65]2. The catalyst class is: 1. Product: [S:1]([N:11]1[CH2:16][CH2:15][N:14]2[CH:17]=[CH:18][CH:19]=[C:13]2[CH:12]1[CH2:20][C:21]([NH:72][C@H:68]1[C:69]2[C:64](=[CH:63][C:62]([CH2:61][NH:60][CH2:59][C:58]([F:57])([F:73])[F:74])=[CH:71][CH:70]=2)[CH2:65][CH2:66][CH2:67]1)=[O:23])([C:4]1[CH:10]=[CH:9][C:7]([CH3:8])=[CH:6][CH:5]=1)(=[O:2])=[O:3]. (2) Reactant: [Br:1][C:2]1[CH:7]=[C:6]([CH3:8])[C:5]([N:9]2[C:13]3[N:14]=[C:15]([CH3:26])[N:16]=[C:17]([N:18]4[CH2:23][CH2:22][CH:21]([CH2:24][OH:25])[CH2:20][CH2:19]4)[C:12]=3[C:11]([CH3:27])=[CH:10]2)=[C:4]([CH3:28])[CH:3]=1.[H-].[Na+].Cl[C:32]([O:34][CH2:35][CH3:36])=[O:33]. Product: [CH2:35]([O:34][C:32](=[O:33])[O:25][CH2:24][CH:21]1[CH2:22][CH2:23][N:18]([C:17]2[C:12]3[C:11]([CH3:27])=[CH:10][N:9]([C:5]4[C:6]([CH3:8])=[CH:7][C:2]([Br:1])=[CH:3][C:4]=4[CH3:28])[C:13]=3[N:14]=[C:15]([CH3:26])[N:16]=2)[CH2:19][CH2:20]1)[CH3:36]. The catalyst class is: 7. (3) Reactant: [Cl:1][C:2]1[CH:3]=[C:4]2[C:8](=[CH:9][CH:10]=1)[C:7](=[O:11])[C:6]([F:16])([S:12]([CH3:15])(=[O:14])=[O:13])[CH2:5]2.[BH4-].[Na+].Cl.O. Product: [Cl:1][C:2]1[CH:3]=[C:4]2[C:8](=[CH:9][CH:10]=1)[CH:7]([OH:11])[C:6]([F:16])([S:12]([CH3:15])(=[O:13])=[O:14])[CH2:5]2. The catalyst class is: 8. (4) Reactant: Br[C:2]1[CH:3]=[C:4]([C@@H:8]2[C@@H:12]([C:13]3[CH:18]=[CH:17][CH:16]=[C:15]([O:19][CH3:20])[CH:14]=3)[O:11][C:10](=[O:21])[NH:9]2)[CH:5]=[CH:6][CH:7]=1.C(N(CC)CC)C.C1(P(C2C=CC=CC=2)C2C=CC=CC=2)C=CC=CC=1.[C:48]([C:50]1[CH:55]=[CH:54][CH:53]=[CH:52][CH:51]=1)#[CH:49]. Product: [CH3:20][O:19][C:15]1[CH:14]=[C:13]([C@H:12]2[O:11][C:10](=[O:21])[NH:9][C@@H:8]2[C:4]2[CH:5]=[CH:6][CH:7]=[C:2]([C:49]#[C:48][C:50]3[CH:55]=[CH:54][CH:53]=[CH:52][CH:51]=3)[CH:3]=2)[CH:18]=[CH:17][CH:16]=1. The catalyst class is: 778. (5) Reactant: [C:1]([O:5][C:6]([C:8]1[N:9]=[C:10]([C:13]([O-:15])=O)[S:11][CH:12]=1)=[O:7])([CH3:4])([CH3:3])[CH3:2].[Na+].[NH2:17][CH2:18][C:19]([CH3:22])([OH:21])[CH3:20].CCN(C(C)C)C(C)C.CN(C(ON1N=NC2C=CC=NC1=2)=[N+](C)C)C.F[P-](F)(F)(F)(F)F. Product: [OH:21][C:19]([CH3:22])([CH3:20])[CH2:18][NH:17][C:13]([C:10]1[S:11][CH:12]=[C:8]([C:6]([O:5][C:1]([CH3:2])([CH3:3])[CH3:4])=[O:7])[N:9]=1)=[O:15]. The catalyst class is: 3.